This data is from Blood-brain barrier permeability classification from the B3DB database. The task is: Regression/Classification. Given a drug SMILES string, predict its absorption, distribution, metabolism, or excretion properties. Task type varies by dataset: regression for continuous measurements (e.g., permeability, clearance, half-life) or binary classification for categorical outcomes (e.g., BBB penetration, CYP inhibition). Dataset: b3db_classification. (1) The drug is Clc1ccc2[nH]nc(NC3CCN(Cc4ccc5c(c4)OCO5)CC3)c2c1. The result is 1 (penetrates BBB). (2) The drug is CC(=O)C1(N)Cc2c(O)c3c(c(O)c2C(OC2CC(O)C(O)CO2)C1)C(=O)c1ccccc1C3=O. The result is 0 (does not penetrate BBB). (3) The drug is COC(=O)C(c1ccccc1)C1CCCCN1. The result is 1 (penetrates BBB). (4) The molecule is CCCCCC. The result is 1 (penetrates BBB).